This data is from Full USPTO retrosynthesis dataset with 1.9M reactions from patents (1976-2016). The task is: Predict the reactants needed to synthesize the given product. Given the product [Cl:33][C:34]1[CH:35]=[C:36](/[CH:46]=[CH:47]/[C:48]([NH:56][CH:3]([C:5]2[CH:10]=[CH:9][CH:8]=[C:7]([C:11]([F:14])([F:13])[F:12])[CH:6]=2)[C:2]([F:16])([F:1])[CH3:15])=[O:50])[CH:37]=[CH:38][C:39]=1[C:40]([NH:41][CH:42]1[CH2:44][CH2:43]1)=[O:45], predict the reactants needed to synthesize it. The reactants are: [F:1][C:2]([F:16])([CH3:15])[C:3]([C:5]1[CH:10]=[CH:9][CH:8]=[C:7]([C:11]([F:14])([F:13])[F:12])[CH:6]=1)=O.Cl.NO.C([O-])(=O)C.[Na+].[H-].[Al+3].[Li+].[H-].[H-].[H-].[Cl-].[NH4+].[Cl:33][C:34]1[CH:35]=[C:36](/[CH:46]=[CH:47]/[C:48]([OH:50])=O)[CH:37]=[CH:38][C:39]=1[C:40](=[O:45])[NH:41][CH:42]1[CH2:44][CH2:43]1.O.[Cl-].COC1N=C(OC)N=C([N+]2(C)CCOCC2)[N:56]=1.Cl.